From a dataset of Reaction yield outcomes from USPTO patents with 853,638 reactions. Predict the reaction yield, written as a fraction of the theoretical maximum amount of product (1.0 means a 100% yield; for example, 0.34 means a 34% yield). (1) The reactants are C(=O)([O-])O[CH2:3][CH:4]=[CH:5][C:6]1[CH:11]=[CH:10][CH:9]=[CH:8][CH:7]=1.[NH2:14][C:15]1[CH:20]=[CH:19][C:18]([CH3:21])=[CH:17][CH:16]=1. No catalyst specified. The product is [C:4]([CH:5]([C:6]1[CH:11]=[CH:10][CH:9]=[CH:8][CH:7]=1)[NH:14][C:15]1[CH:20]=[CH:19][C:18]([CH3:21])=[CH:17][CH:16]=1)#[CH:3]. The yield is 0.760. (2) The reactants are [NH2:1][C:2]1[CH:9]=[CH:8][C:5]([C:6]#[N:7])=[CH:4][C:3]=1Cl.[C:11]([S-:16])(=[S:15])OCC.[K+].Cl. The catalyst is CN(C=O)C. The product is [SH:16][C:11]1[S:15][C:3]2[CH:4]=[C:5]([C:6]#[N:7])[CH:8]=[CH:9][C:2]=2[N:1]=1. The yield is 0.840. (3) The reactants are Br[C:2]1[CH:3]=[CH:4][C:5]([O:8][C:9]2[CH:14]=[CH:13][C:12]([F:15])=[C:11]([F:16])[CH:10]=2)=[N:6][CH:7]=1.C([Mg]Cl)(C)C.[I:22]I.[NH4+].[Cl-]. The catalyst is O1CCCC1.CCOC(C)=O. The product is [F:16][C:11]1[CH:10]=[C:9]([CH:14]=[CH:13][C:12]=1[F:15])[O:8][C:5]1[CH:4]=[CH:3][C:2]([I:22])=[CH:7][N:6]=1. The yield is 0.617. (4) The reactants are Br[C:2]1[N:7]=[C:6]([C:8]([O:10][CH3:11])=[O:9])[CH:5]=[CH:4][C:3]=1[F:12].[F:13][C:14]1[CH:19]=[C:18]([O:20][CH2:21][CH2:22][O:23][CH3:24])[CH:17]=[C:16]([F:25])[C:15]=1B1OC(C)(C)C(C)(C)O1. No catalyst specified. The product is [F:13][C:14]1[CH:19]=[C:18]([O:20][CH2:21][CH2:22][O:23][CH3:24])[CH:17]=[C:16]([F:25])[C:15]=1[C:2]1[N:7]=[C:6]([C:8]([O:10][CH3:11])=[O:9])[CH:5]=[CH:4][C:3]=1[F:12]. The yield is 0.950. (5) The yield is 0.200. The reactants are [Br:1][C:2]1[CH:3]=[CH:4][C:5]([C:9]([OH:11])=[O:10])=[N:6][C:7]=1Cl.CC(C)([O-])C.[K+].CN(C=O)C.[F:23][C:24]([F:31])([C:27]([F:30])([F:29])[F:28])[CH2:25][OH:26]. The catalyst is C(OCC)(=O)C.C1COCC1. The product is [Br:1][C:2]1[CH:3]=[CH:4][C:5]([C:9]([OH:11])=[O:10])=[N:6][C:7]=1[O:26][CH2:25][C:24]([F:31])([F:23])[C:27]([F:30])([F:29])[F:28]. (6) The reactants are [C:1]([O:5][C:6]([N:8]1[CH2:11][CH:10]([NH:12][C:13]([C:16](=[O:18])[NH2:17])([CH3:15])[CH3:14])[CH2:9]1)=[O:7])([CH3:4])([CH3:3])[CH3:2].C=O.[C:21](O[BH-](OC(=O)C)OC(=O)C)(=O)C.[Na+]. The catalyst is ClCCCl. The product is [C:1]([O:5][C:6]([N:8]1[CH2:9][CH:10]([N:12]([C:13]([C:16](=[O:18])[NH2:17])([CH3:15])[CH3:14])[CH3:21])[CH2:11]1)=[O:7])([CH3:4])([CH3:2])[CH3:3]. The yield is 0.650.